Dataset: Forward reaction prediction with 1.9M reactions from USPTO patents (1976-2016). Task: Predict the product of the given reaction. (1) Given the reactants [CH3:1][N:2]([C:16]([N:18]([CH3:44])[CH2:19][CH2:20][NH:21][S:22]([C:25]1[CH:30]=[C:29]([S:31]([C:34]2[CH:39]=[CH:38][CH:37]=[CH:36][CH:35]=2)(=[O:33])=[O:32])[CH:28]=[CH:27][C:26]=1[C:40]([F:43])([F:42])[F:41])(=[O:24])=[O:23])=[O:17])[CH:3]1[CH2:8][CH2:7][N:6](C(OC(C)(C)C)=O)[CH2:5][CH2:4]1.[ClH:45], predict the reaction product. The product is: [ClH:45].[CH3:44][N:18]([C:16]([N:2]([CH3:1])[CH:3]1[CH2:4][CH2:5][NH:6][CH2:7][CH2:8]1)=[O:17])[CH2:19][CH2:20][NH:21][S:22]([C:25]1[CH:30]=[C:29]([S:31]([C:34]2[CH:35]=[CH:36][CH:37]=[CH:38][CH:39]=2)(=[O:33])=[O:32])[CH:28]=[CH:27][C:26]=1[C:40]([F:42])([F:41])[F:43])(=[O:23])=[O:24]. (2) Given the reactants [CH3:1][C:2]1[C:7]([CH2:8][O:9][C:10]2[CH:15]=[CH:14][C:13]([CH2:16][C:17]([OH:19])=O)=[CH:12][CH:11]=2)=[CH:6][CH:5]=[CH:4][N:3]=1.[Cl:20][C:21]1[CH:26]=[CH:25][C:24]([CH:27]([NH2:31])[CH:28]([CH3:30])[CH3:29])=[CH:23][CH:22]=1, predict the reaction product. The product is: [Cl:20][C:21]1[CH:22]=[CH:23][C:24]([CH:27]([NH:31][C:17](=[O:19])[CH2:16][C:13]2[CH:12]=[CH:11][C:10]([O:9][CH2:8][C:7]3[C:2]([CH3:1])=[N:3][CH:4]=[CH:5][CH:6]=3)=[CH:15][CH:14]=2)[CH:28]([CH3:29])[CH3:30])=[CH:25][CH:26]=1. (3) Given the reactants Cl.Cl.[NH2:3][C@@H:4]1[CH2:6][C@H:5]1[C:7]1[CH:8]=[C:9]([CH:19]=[CH:20][CH:21]=1)[C:10]([NH:12][C:13]1[S:14][C:15]([CH3:18])=[N:16][N:17]=1)=[O:11].[C:22](=[O:25])([O-:24])O.[Na+].[CH:27]1([N:30]2[CH2:35][CH2:34][C:33](=[O:36])[CH2:32][CH2:31]2)[CH2:29][CH2:28]1, predict the reaction product. The product is: [C:10]([OH:36])(=[O:11])/[CH:9]=[CH:19]/[C:22]([OH:24])=[O:25].[CH:27]1([N:30]2[CH2:35][CH2:34][CH:33]([NH:3][C@@H:4]3[CH2:6][C@H:5]3[C:7]3[CH:8]=[C:9]([CH:19]=[CH:20][CH:21]=3)[C:10]([NH:12][C:13]3[S:14][C:15]([CH3:18])=[N:16][N:17]=3)=[O:11])[CH2:32][CH2:31]2)[CH2:29][CH2:28]1. (4) Given the reactants [Br:1][C:2]1[CH:14]=[C:13]([C:15]2[CH2:16][C:17]([C:24]3[CH:29]=[C:28]([Cl:30])[CH:27]=[C:26]([Cl:31])[CH:25]=3)([C:20]([F:23])([F:22])[F:21])[S:18][CH:19]=2)[CH:12]=[CH:11][C:3]=1[C:4]([O:6]C(C)(C)C)=[O:5].FC(F)(F)C(O)=O, predict the reaction product. The product is: [Br:1][C:2]1[CH:14]=[C:13]([C:15]2[CH2:16][C:17]([C:24]3[CH:25]=[C:26]([Cl:31])[CH:27]=[C:28]([Cl:30])[CH:29]=3)([C:20]([F:21])([F:23])[F:22])[S:18][CH:19]=2)[CH:12]=[CH:11][C:3]=1[C:4]([OH:6])=[O:5].